From a dataset of Forward reaction prediction with 1.9M reactions from USPTO patents (1976-2016). Predict the product of the given reaction. (1) Given the reactants [Br-].[CH3:2][O:3][C:4]1[C:12]2[O:11][C:10]([CH3:14])([CH3:13])[CH2:9][C:8]=2[CH:7]=[C:6]([CH2:15][P+](C2C=CC=CC=2)(C2C=CC=CC=2)C2C=CC=CC=2)[CH:5]=1.CC(C)([O-])C.[K+].[CH3:41][CH2:42][C:43](=O)[CH2:44][CH3:45].Cl, predict the reaction product. The product is: [CH2:42]([C:43]([CH2:44][CH3:45])=[CH:15][C:6]1[CH:5]=[C:4]([O:3][CH3:2])[C:12]2[O:11][C:10]([CH3:13])([CH3:14])[CH2:9][C:8]=2[CH:7]=1)[CH3:41]. (2) Given the reactants [C:1]([CH:3]([C:8]1[CH:13]=[CH:12][C:11]([O:14][CH2:15][C:16]2[CH:21]=[CH:20][C:19]([O:22][CH2:23]/[C:24](/[C:28]3[CH:33]=[CH:32][CH:31]=[C:30]([F:34])[CH:29]=3)=[N:25]\[O:26][CH3:27])=[CH:18][CH:17]=2)=[CH:10][CH:9]=1)[CH2:4][C:5]([OH:7])=[O:6])#[N:2].[OH-].[Na+:36], predict the reaction product. The product is: [C:1]([CH:3]([C:8]1[CH:9]=[CH:10][C:11]([O:14][CH2:15][C:16]2[CH:21]=[CH:20][C:19]([O:22][CH2:23]/[C:24](/[C:28]3[CH:33]=[CH:32][CH:31]=[C:30]([F:34])[CH:29]=3)=[N:25]\[O:26][CH3:27])=[CH:18][CH:17]=2)=[CH:12][CH:13]=1)[CH2:4][C:5]([O-:7])=[O:6])#[N:2].[Na+:36]. (3) Given the reactants [F:1][CH2:2][CH2:3][NH:4][C:5]1[CH2:9][O:8][C:7](=[O:10])[CH:6]=1.[H-].[Na+].Br[CH2:14][C:15]1[CH:16]=[N:17][C:18]([Cl:22])=[C:19]([Cl:21])[CH:20]=1.CO, predict the reaction product. The product is: [Cl:21][C:19]1[CH:20]=[C:15]([CH2:14][N:4]([CH2:3][CH2:2][F:1])[C:5]2[CH2:9][O:8][C:7](=[O:10])[CH:6]=2)[CH:16]=[N:17][C:18]=1[Cl:22]. (4) Given the reactants N#N.[Cl:3][C:4]1[CH:5]=[C:6]2[C:11](=[CH:12][CH:13]=1)[N:10]=[CH:9][C:8](C=O)=[CH:7]2.[C:16]([O-:19])([O-])=O.[K+].[K+].I[CH2:23]C, predict the reaction product. The product is: [Cl:3][C:4]1[CH:5]=[C:6]2[C:11](=[CH:12][CH:13]=1)[N:10]=[CH:9][C:8]([O:19][CH2:16][CH3:23])=[CH:7]2. (5) Given the reactants [CH3:1][O:2][C:3](=[O:19])[C:4]1[CH:9]=[C:8]([N+:10]([O-])=O)[C:7]([N+:13]([O-])=O)=[CH:6][C:5]=1[O:16][CH2:17][CH3:18], predict the reaction product. The product is: [CH3:1][O:2][C:3](=[O:19])[C:4]1[CH:9]=[C:8]([NH2:10])[C:7]([NH2:13])=[CH:6][C:5]=1[O:16][CH2:17][CH3:18]. (6) Given the reactants C(OC([N:11]1[CH2:16][CH2:15][N:14]([C:17](=[O:49])[CH:18]([NH:29][C:30]([N:32]2[CH2:37][CH2:36][CH:35]([N:38]3[CH2:47][C:46]4[C:41](=[CH:42][CH:43]=[CH:44][CH:45]=4)[NH:40][C:39]3=[O:48])[CH2:34][CH2:33]2)=[O:31])[CH2:19][C:20]2[CH:21]=[C:22]3[C:26](=[CH:27][CH:28]=2)[NH:25][N:24]=[CH:23]3)[CH2:13][CH2:12]1)=O)C1C=CC=CC=1.C, predict the reaction product. The product is: [NH:25]1[C:26]2[C:22](=[CH:21][C:20]([CH2:19][CH:18]([NH:29][C:30]([N:32]3[CH2:33][CH2:34][CH:35]([N:38]4[CH2:47][C:46]5[C:41](=[CH:42][CH:43]=[CH:44][CH:45]=5)[NH:40][C:39]4=[O:48])[CH2:36][CH2:37]3)=[O:31])[C:17](=[O:49])[N:14]3[CH2:15][CH2:16][NH:11][CH2:12][CH2:13]3)=[CH:28][CH:27]=2)[CH:23]=[N:24]1.